Dataset: Acute oral toxicity (LD50) regression data from Zhu et al.. Task: Regression/Classification. Given a drug SMILES string, predict its toxicity properties. Task type varies by dataset: regression for continuous values (e.g., LD50, hERG inhibition percentage) or binary classification for toxic/non-toxic outcomes (e.g., AMES mutagenicity, cardiotoxicity, hepatotoxicity). Dataset: ld50_zhu. The drug is CCN(CC)CCC(CC=C(C)C)(C(N)=O)c1cccc2ccccc12. The rat oral LD50 is 3.70, given as -log10 of the dose in mol/kg body weight (higher means more acutely toxic).